This data is from TCR-epitope binding with 47,182 pairs between 192 epitopes and 23,139 TCRs. The task is: Binary Classification. Given a T-cell receptor sequence (or CDR3 region) and an epitope sequence, predict whether binding occurs between them. The epitope is YIFFASFYY. The TCR CDR3 sequence is CASSLGVSLPDTDTQYF. Result: 1 (the TCR binds to the epitope).